Predict the product of the given reaction. From a dataset of Forward reaction prediction with 1.9M reactions from USPTO patents (1976-2016). (1) Given the reactants C(O)(C(F)(F)F)=O.[C:8]12([C:18]3[CH:19]=[C:20]([C:44]4[CH:49]=[CH:48][C:47](/[CH:50]=[CH:51]/[C:52]([O:54]C(C)(C)C)=[O:53])=[CH:46][CH:45]=4)[CH:21]=[CH:22][C:23]=3[O:24][C:25](=[O:43])[CH2:26][CH2:27][CH2:28][CH2:29][CH2:30][CH2:31][CH2:32][CH:33]=[CH:34][CH2:35][CH:36]=[CH:37][CH2:38][CH2:39][CH2:40][CH2:41][CH3:42])[CH2:17][CH:12]3[CH2:13][CH:14]([CH2:16][CH:10]([CH2:11]3)[CH2:9]1)[CH2:15]2, predict the reaction product. The product is: [C:8]12([C:18]3[CH:19]=[C:20]([C:44]4[CH:45]=[CH:46][C:47]([CH:50]=[CH:51][C:52]([OH:54])=[O:53])=[CH:48][CH:49]=4)[CH:21]=[CH:22][C:23]=3[O:24][C:25](=[O:43])[CH2:26][CH2:27][CH2:28][CH2:29][CH2:30][CH2:31][CH2:32]/[CH:33]=[CH:34]/[CH2:35][CH:36]=[CH:37][CH2:38][CH2:39][CH2:40][CH2:41][CH3:42])[CH2:9][CH:10]3[CH2:11][CH:12]([CH2:13][CH:14]([CH2:16]3)[CH2:15]1)[CH2:17]2. (2) Given the reactants [C:1]([OH:24])(=O)[CH2:2][CH2:3]/[CH:4]=[CH:5]\[CH2:6]/[CH:7]=[CH:8]\[CH2:9]/[CH:10]=[CH:11]\[CH2:12]/[CH:13]=[CH:14]\[CH2:15]/[CH:16]=[CH:17]\[CH2:18]/[CH:19]=[CH:20]\[CH2:21][CH3:22].[CH2:25]([CH2:27][NH2:28])[OH:26].CN(C(ON1N=NC2C=CC=NC1=2)=[N+](C)C)C.F[P-](F)(F)(F)(F)F.CCN(C(C)C)C(C)C, predict the reaction product. The product is: [OH:26][CH2:25][CH2:27][NH:28][C:1](=[O:24])[CH2:2][CH2:3]/[CH:4]=[CH:5]\[CH2:6]/[CH:7]=[CH:8]\[CH2:9]/[CH:10]=[CH:11]\[CH2:12]/[CH:13]=[CH:14]\[CH2:15]/[CH:16]=[CH:17]\[CH2:18]/[CH:19]=[CH:20]\[CH2:21][CH3:22]. (3) Given the reactants [CH2:1]([NH:8][CH:9]1[CH2:14][CH2:13][CH2:12][CH2:11][CH:10]1O)[C:2]1[CH:7]=[CH:6][CH:5]=[CH:4][CH:3]=1.N(C(OCC)=O)=NC(OCC)=O.C1C=CC(P(C2C=CC=CC=2)C2C=CC=CC=2)=CC=1, predict the reaction product. The product is: [CH2:1]([N:8]1[CH:14]2[CH:9]1[CH2:10][CH2:11][CH2:12][CH2:13]2)[C:2]1[CH:7]=[CH:6][CH:5]=[CH:4][CH:3]=1. (4) Given the reactants [NH2:1][C:2]1[CH:3]=[C:4]([OH:9])[CH:5]=[CH:6][C:7]=1[F:8].C(=O)([O-])O.[Na+].[Cl:15][C:16]1[C:24]([C:25]2([C:28]#[N:29])[CH2:27][CH2:26]2)=[CH:23][CH:22]=[CH:21][C:17]=1[C:18](Cl)=[O:19], predict the reaction product. The product is: [Cl:15][C:16]1[C:24]([C:25]2([C:28]#[N:29])[CH2:27][CH2:26]2)=[CH:23][CH:22]=[CH:21][C:17]=1[C:18]([NH:1][C:2]1[CH:3]=[C:4]([OH:9])[CH:5]=[CH:6][C:7]=1[F:8])=[O:19]. (5) Given the reactants [NH:1]1[CH:5]=[C:4]([C:6]([OH:8])=O)[CH:3]=[N:2]1.Cl.[CH3:10][NH:11][O:12][CH3:13].Cl.C(N=C=NCCCN(C)C)C.C(N(CC)CC)C, predict the reaction product. The product is: [CH3:13][O:12][N:11]([CH3:10])[C:6]([C:4]1[CH:3]=[N:2][NH:1][CH:5]=1)=[O:8].